Dataset: NCI-60 drug combinations with 297,098 pairs across 59 cell lines. Task: Regression. Given two drug SMILES strings and cell line genomic features, predict the synergy score measuring deviation from expected non-interaction effect. (1) Drug 1: C1=CC(=CC=C1C#N)C(C2=CC=C(C=C2)C#N)N3C=NC=N3. Drug 2: CN(CCCl)CCCl.Cl. Cell line: MOLT-4. Synergy scores: CSS=38.2, Synergy_ZIP=0.396, Synergy_Bliss=2.53, Synergy_Loewe=-6.69, Synergy_HSA=1.15. (2) Drug 1: CC1C(C(CC(O1)OC2CC(CC3=C2C(=C4C(=C3O)C(=O)C5=C(C4=O)C(=CC=C5)OC)O)(C(=O)C)O)N)O.Cl. Drug 2: CN1C(=O)N2C=NC(=C2N=N1)C(=O)N. Cell line: SK-MEL-5. Synergy scores: CSS=19.1, Synergy_ZIP=-0.901, Synergy_Bliss=10.2, Synergy_Loewe=-22.5, Synergy_HSA=3.16. (3) Drug 1: CC(CN1CC(=O)NC(=O)C1)N2CC(=O)NC(=O)C2. Drug 2: CCN(CC)CCCC(C)NC1=C2C=C(C=CC2=NC3=C1C=CC(=C3)Cl)OC. Cell line: MDA-MB-231. Synergy scores: CSS=36.0, Synergy_ZIP=-8.56, Synergy_Bliss=0.793, Synergy_Loewe=-27.5, Synergy_HSA=3.91. (4) Drug 1: CC=C1C(=O)NC(C(=O)OC2CC(=O)NC(C(=O)NC(CSSCCC=C2)C(=O)N1)C(C)C)C(C)C. Drug 2: CS(=O)(=O)CCNCC1=CC=C(O1)C2=CC3=C(C=C2)N=CN=C3NC4=CC(=C(C=C4)OCC5=CC(=CC=C5)F)Cl. Cell line: PC-3. Synergy scores: CSS=17.6, Synergy_ZIP=-1.12, Synergy_Bliss=-1.12, Synergy_Loewe=-51.7, Synergy_HSA=-0.771. (5) Drug 1: CC1=C(C(CCC1)(C)C)C=CC(=CC=CC(=CC(=O)O)C)C. Drug 2: CC1CCCC2(C(O2)CC(NC(=O)CC(C(C(=O)C(C1O)C)(C)C)O)C(=CC3=CSC(=N3)C)C)C. Cell line: RXF 393. Synergy scores: CSS=28.0, Synergy_ZIP=1.78, Synergy_Bliss=1.95, Synergy_Loewe=-11.8, Synergy_HSA=1.33. (6) Drug 1: CC12CCC3C(C1CCC2=O)CC(=C)C4=CC(=O)C=CC34C. Drug 2: C1=NC2=C(N=C(N=C2N1C3C(C(C(O3)CO)O)F)Cl)N. Cell line: SK-OV-3. Synergy scores: CSS=25.3, Synergy_ZIP=-2.73, Synergy_Bliss=-4.84, Synergy_Loewe=-11.8, Synergy_HSA=-1.48.